From a dataset of Peptide-MHC class I binding affinity with 185,985 pairs from IEDB/IMGT. Regression. Given a peptide amino acid sequence and an MHC pseudo amino acid sequence, predict their binding affinity value. This is MHC class I binding data. (1) The peptide sequence is RPKSNIVLL. The MHC is HLA-A69:01 with pseudo-sequence HLA-A69:01. The binding affinity (normalized) is 0.0847. (2) The peptide sequence is SSNVANYQK. The MHC is HLA-A11:01 with pseudo-sequence HLA-A11:01. The binding affinity (normalized) is 0.687. (3) The peptide sequence is EQKGIQAWW. The MHC is HLA-B27:05 with pseudo-sequence HLA-B27:05. The binding affinity (normalized) is 0.0847.